This data is from CYP3A4 inhibition data for predicting drug metabolism from PubChem BioAssay. The task is: Regression/Classification. Given a drug SMILES string, predict its absorption, distribution, metabolism, or excretion properties. Task type varies by dataset: regression for continuous measurements (e.g., permeability, clearance, half-life) or binary classification for categorical outcomes (e.g., BBB penetration, CYP inhibition). Dataset: cyp3a4_veith. The molecule is CCCCCCN(CCCCCC)C(=O)Cc1c(-c2ccc(F)cc2)[nH]c2ccccc12. The result is 1 (inhibitor).